From a dataset of Experimentally validated miRNA-target interactions with 360,000+ pairs, plus equal number of negative samples. Binary Classification. Given a miRNA mature sequence and a target amino acid sequence, predict their likelihood of interaction. (1) The miRNA is hsa-miR-6874-5p with sequence AUGGAGCUGGAACCAGAUCAGGC. The protein sequence of the target gene is MAPALRWLLLWVGSGMLPAQGTHLGIRLPLRSGLAGPPLGLRLPRETDEEPEEPGRRGSFVEMVDNLRGKSGQGYYVEMTVGSPPQTLNILVDTGSSNFAVGAAPHPFLHRYYQRQLSSTYRDLRKSVYVPYTQGKWEGELGTDLVSIPHGPNVTVRANIAAITESDKFFINGSNWEGILGLAYAEIARPDDSLEPFFDSLVKQTHIPNIFSLQLCGAGFPLNQTEALASVGGSMIIGGIDHSLYTGSLWYTPIRREWYYEVIIVRVEINGQDLKMDCKEYNYDKSIVDSGTTNLRLPKK.... Result: 0 (no interaction). (2) The miRNA is hsa-miR-4299 with sequence GCUGGUGACAUGAGAGGC. The protein sequence of the target gene is MAGARRLELGEALALGSGWRHACHALLYAPDPGMLFGRIPLRYAILMQMRFDGRLGFPGGFVDTQDRSLEDGLNRELREELGEAAAAFRVERTDYRSSHVGSGPRVVAHFYAKRLTLEELLAVEAGATRAKDHGLEVLGLVRVPLYTLRDGVGGLPTFLENSFIGSAREQLLEALQDLGLLQSGSISGLKIPAHH. Result: 1 (interaction). (3) The miRNA is hsa-miR-4649-3p with sequence UCUGAGGCCUGCCUCUCCCCA. The protein sequence of the target gene is MALQADFDRAAEDVRKLKARPDDGELKELYGLYKQAIVGDINIACPGMLDLKGKAKWEAWNLKKGLSTEDATSAYISKAKELIEKYGI. Result: 1 (interaction). (4) The miRNA is hsa-miR-136-5p with sequence ACUCCAUUUGUUUUGAUGAUGGA. The protein sequence of the target gene is MADEKTFRIGFIVLGLFLLALGTFLMSHDRPQVYGTFYAMGSVMVIGGIIWSMCQCYPKITFVPADSDFQGILSPKAMGLLENGLAAEMKSPSPQPPYVRLWEEAAYDQSLPDFSHIQMKVMSYSEDHRSLLAPEMGQPKLGTSDGGEGGPGDVQAWMEAAVVIHKGSDESEGERRLTQSWPGPLACPQGPAPLASFQDDLDMDSSEGSSPNASPHDREEACSPQQEPQGCRCPLDRFQDFALIDAPTLEDEPQEGQQWEIALPNNWQRYPRTKVEEKEASDTGGEEPEKEEEDLYYGLP.... Result: 1 (interaction). (5) The miRNA is hsa-miR-5192 with sequence AGGAGAGUGGAUUCCAGGUGGU. The protein sequence of the target gene is MHPAAFPLPVVVAAVLWGAAPTRGLIRATSDHNASMDFADLPALFGATLSQEGLQGFLVEAHPDNACSPIAPPPPAPVNGSVFIALLRRFDCNFDLKVLNAQKAGYGAAVVHNVNSNELLNMVWNSEEIQQQIWIPSVFIGERSSEYLRALFVYEKGARVLLVPDNTFPLGYYLIPFTGIVGLLVLAMGAVMIARCIQHRKRLQRNRLTKEQLKQIPTHDYQKGDQYDVCAICLDEYEDGDKLRVLPCAHAYHSRCVDPWLTQTRKTCPICKQPVHRGPGDEDQEEETQGQEEGDEGEPR.... Result: 0 (no interaction). (6) The miRNA is mmu-miR-669j with sequence UGCAUAUACUCACAUGCAAACA. The protein sequence of the target gene is MIRLGGWCARRLCSAAVPAGRRGAAGGLGLAGGRALRVLVDMDGVLADFEGGFLRKFRARFPDQPFIALEDRRGFWVSEQYGRLRPGLSEKAISIWESKNFFFELEPLPGAVEAVKEMASLQNTDVFICTSPIKMFKYCPYEKYAWVEKYFGPDFLEQIVLTRDKTVVSADLLIDDRPDITGAEPTPSWEHVLFTACHNQHLQLQPPRRRLHSWADDWKAILDSKRPC. Result: 0 (no interaction). (7) The miRNA is hsa-miR-4484 with sequence AAAAGGCGGGAGAAGCCCCA. The protein sequence of the target gene is MAAPVGPVKFWRPGTEGPGVSISEERQSLAENSGTTVVYNPYAALSIEQQRQKLPVFKLRNHILYLIENYQTVVIVGETGCGKSTQIPQYLAEAGWTAEGRVVGVTQPRRVAAVTVAGRVAEERGAVLGHEVGYCIRFDDCTDQLATRIKFLTDGMLVREMMVDPLLTKYSVIMLDEAHERTLYTDIAIGLLKKIQKKRGDLRLIVASATLDADKFRDFFNQNETSDPARDTCVILTVEGRTFPVDIFYLQSPVPDYIKSTVETVVKIHQTEGDGDVLAFLTGQEEVETVVSMLIEQARA.... Result: 0 (no interaction).